Dataset: Catalyst prediction with 721,799 reactions and 888 catalyst types from USPTO. Task: Predict which catalyst facilitates the given reaction. Reactant: [Cl-:1].C(OC([NH:9][CH:10]1[CH2:15][CH2:14][CH2:13][N+:12]([CH2:31][CH2:32][CH2:33][C:34]2[CH:39]=[CH:38][C:37]([O:40][CH2:41][C:42]([O:44][CH3:45])=[O:43])=[CH:36][CH:35]=2)([CH2:16][CH2:17][CH2:18][C:19]2[CH:24]=[CH:23][C:22]([O:25][CH2:26][C:27]([O:29][CH3:30])=[O:28])=[CH:21][CH:20]=2)[CH2:11]1)=O)(C)(C)C.FC(F)(F)C(O)=O. Product: [ClH:1].[Cl-:1].[NH2:9][CH:10]1[CH2:15][CH2:14][CH2:13][N+:12]([CH2:31][CH2:32][CH2:33][C:34]2[CH:39]=[CH:38][C:37]([O:40][CH2:41][C:42]([O:44][CH3:45])=[O:43])=[CH:36][CH:35]=2)([CH2:16][CH2:17][CH2:18][C:19]2[CH:20]=[CH:21][C:22]([O:25][CH2:26][C:27]([O:29][CH3:30])=[O:28])=[CH:23][CH:24]=2)[CH2:11]1. The catalyst class is: 4.